From a dataset of Catalyst prediction with 721,799 reactions and 888 catalyst types from USPTO. Predict which catalyst facilitates the given reaction. (1) Reactant: [CH3:1][N:2]1[C@@H:19]2[CH2:20][C:7]3[CH:8]=[CH:9][C:10]([O:22][CH3:23])=[C:11]4[O:12][C@H:13]5[C:14]([CH2:16][CH2:17][C@:18]2([OH:21])[C@:5]5([C:6]=34)[CH2:4][CH2:3]1)=[O:15].Cl.C(=O)([O-])[O-].[Na+].[Na+].Cl.C(Cl)Cl. Product: [CH3:1][N:2]1[C@@H:19]2[CH2:20][C:7]3[CH:8]=[CH:9][C:10]([O:22][CH3:23])=[C:11]4[O:12][C@H:13]5[C:14]([CH2:16][CH2:17][C@:18]2([OH:21])[C@:5]5([C:6]=34)[CH2:4][CH2:3]1)=[O:15]. The catalyst class is: 6. (2) Reactant: [CH3:1][O:2][C:3]1[CH:4]=[C:5]2[C:10](=[CH:11][C:12]=1[O:13][CH3:14])[N:9]=[CH:8][N:7]=[C:6]2[O:15][C:16]1[CH:22]=[CH:21][C:19]([NH2:20])=[CH:18][C:17]=1[CH3:23].[F:24][C:25]1[CH:30]=[C:29]([F:31])[CH:28]=[CH:27][C:26]=1[N:32]=[C:33]=[O:34]. Product: [F:24][C:25]1[CH:30]=[C:29]([F:31])[CH:28]=[CH:27][C:26]=1[NH:32][C:33]([NH:20][C:19]1[CH:21]=[CH:22][C:16]([O:15][C:6]2[C:5]3[C:10](=[CH:11][C:12]([O:13][CH3:14])=[C:3]([O:2][CH3:1])[CH:4]=3)[N:9]=[CH:8][N:7]=2)=[C:17]([CH3:23])[CH:18]=1)=[O:34]. The catalyst class is: 22. (3) Reactant: O.[C:2](O)(=O)[CH2:3][CH2:4][CH2:5][CH2:6][CH2:7][CH2:8][CH2:9][CH2:10][CH2:11][CH2:12][CH3:13].[NH2:16][CH2:17][CH2:18][NH2:19]. Product: [CH2:3]([C:2]1[NH:16][CH2:17][CH2:18][N:19]=1)[CH2:4][CH2:5][CH2:6][CH2:7][CH2:8][CH2:9][CH2:10][CH2:11][CH2:12][CH3:13]. The catalyst class is: 11. (4) Reactant: Cl[C:2]1[CH:3]=[C:4]([NH:13][C:14]2[CH:19]=[CH:18][C:17]([S:20]([NH:23][CH3:24])(=[O:22])=[O:21])=[CH:16][CH:15]=2)[C:5]2[N:6]([C:8]([C:11]#[N:12])=[CH:9][N:10]=2)[N:7]=1.C(N1CCCC(NC2C=C(N(CC3C=CC(OC)=CC=3)C3C=CC=CC=3)C3N(C(C#N)=CN=3)N=2)C1)C1C=CC=CC=1.[C@H:66]1([NH2:73])[CH2:71][CH2:70][C@H:69]([NH2:72])[CH2:68][CH2:67]1. Product: [NH2:72][C@H:69]1[CH2:70][CH2:71][C@H:66]([NH:73][C:2]2[CH:3]=[C:4]([NH:13][C:14]3[CH:19]=[CH:18][C:17]([S:20]([NH:23][CH3:24])(=[O:22])=[O:21])=[CH:16][CH:15]=3)[C:5]3[N:6]([C:8]([C:11]#[N:12])=[CH:9][N:10]=3)[N:7]=2)[CH2:67][CH2:68]1. The catalyst class is: 2. (5) Reactant: N(OC(C)(C)C)=O.N[C:9]1[S:10][C:11]([C:18]2[CH:23]=[CH:22][CH:21]=[CH:20][CH:19]=2)=[CH:12][C:13]=1[C:14]([O:16][CH3:17])=[O:15]. Product: [C:18]1([C:11]2[S:10][CH:9]=[C:13]([C:14]([O:16][CH3:17])=[O:15])[CH:12]=2)[CH:19]=[CH:20][CH:21]=[CH:22][CH:23]=1. The catalyst class is: 35. (6) Reactant: [CH3:1][C:2]1[NH:3][C:4](=[O:21])[CH2:5][CH:6]([C:11]2[CH:20]=[CH:19][C:18]3[C:13](=[CH:14][CH:15]=[CH:16][CH:17]=3)[CH:12]=2)[C:7]=1[C:8](O)=[O:9].[NH:22]1[C:30]2[C:25](=[CH:26][C:27]([NH2:31])=[CH:28][CH:29]=2)[CH:24]=[N:23]1. Product: [NH:22]1[C:30]2[C:25](=[CH:26][C:27]([NH:31][C:8]([C:7]3[CH:6]([C:11]4[CH:20]=[CH:19][C:18]5[C:13](=[CH:14][CH:15]=[CH:16][CH:17]=5)[CH:12]=4)[CH2:5][C:4](=[O:21])[NH:3][C:2]=3[CH3:1])=[O:9])=[CH:28][CH:29]=2)[CH:24]=[N:23]1. The catalyst class is: 3.